Predict the reaction yield, written as a fraction of the theoretical maximum amount of product (1.0 means a 100% yield; for example, 0.34 means a 34% yield). From a dataset of Reaction yield outcomes from USPTO patents with 853,638 reactions. (1) The reactants are [CH3:1][CH:2]1[CH2:7][CH2:6][C:5](=[O:8])[O:4][C:3]1=[O:9].[NH2:10][C:11]1[CH:18]=[CH:17][C:14]([C:15]#[N:16])=[C:13]([Cl:19])[CH:12]=1.ClC1C=C(NC(=O)C(C)CCC(O)=O)C=CC=1C#N. The catalyst is C1(C)C=CC=CC=1.[Cl-].[Na+].O. The product is [Cl:19][C:13]1[CH:12]=[C:11]([NH:10][C:5](=[O:8])[CH2:6][CH2:7][CH:2]([CH3:1])[C:3]([OH:4])=[O:9])[CH:18]=[CH:17][C:14]=1[C:15]#[N:16]. The yield is 0.391. (2) The reactants are Cl.[NH2:2][C:3]([CH3:16])([CH2:7][S:8][CH2:9][C:10]1[CH:15]=[CH:14][CH:13]=[CH:12][CH:11]=1)[C:4]([NH2:6])=[O:5].[OH-].[K+].Cl. The catalyst is B([O-])([O-])[O-]. The product is [NH2:2][C@@:3]([CH3:16])([CH2:7][S:8][CH2:9][C:10]1[CH:15]=[CH:14][CH:13]=[CH:12][CH:11]=1)[C:4]([NH2:6])=[O:5]. The yield is 0.620. (3) The reactants are [CH2:1]([O:8][C:9]1[CH:18]=[C:17]2[C:12]([C:13](=O)[C:14]([Br:19])=[CH:15][NH:16]2)=[CH:11][C:10]=1[O:21][CH3:22])[C:2]1[CH:7]=[CH:6][CH:5]=[CH:4][CH:3]=1.P(Cl)(Cl)([Cl:25])=O. No catalyst specified. The product is [CH2:1]([O:8][C:9]1[CH:18]=[C:17]2[C:12]([C:13]([Cl:25])=[C:14]([Br:19])[CH:15]=[N:16]2)=[CH:11][C:10]=1[O:21][CH3:22])[C:2]1[CH:7]=[CH:6][CH:5]=[CH:4][CH:3]=1. The yield is 0.790. (4) The reactants are [Cl:1][CH2:2][CH2:3][CH2:4][C:5]([C:7]1[CH:12]=[CH:11][C:10]([C:13]([CH3:18])([CH3:17])[C:14]([OH:16])=[O:15])=[CH:9][CH:8]=1)=[O:6].[CH3:19]O. The catalyst is Cl. The product is [Cl:1][CH2:2][CH2:3][CH2:4][C:5]([C:7]1[CH:12]=[CH:11][C:10]([C:13]([CH3:18])([CH3:17])[C:14]([O:16][CH3:19])=[O:15])=[CH:9][CH:8]=1)=[O:6]. The yield is 0.940. (5) The reactants are N#N.Br[C:4]1[CH:9]=[C:8]([S:10]([CH2:13][CH3:14])(=[O:12])=[O:11])[CH:7]=[CH:6][C:5]=1[O:15][CH3:16].[CH3:17][N:18]1[CH:27]=[C:26](B2OC(C)(C)C(C)(C)O2)[C:25]2[C:20](=[CH:21][CH:22]=[C:23]([C:37]3[CH:38]=[N:39][N:40]([CH3:42])[CH:41]=3)[CH:24]=2)[C:19]1=[O:43].[O-]P([O-])([O-])=O.[K+].[K+].[K+]. The catalyst is O1CCOCC1.O.C1C=CC(P(C2C=CC=CC=2)[C-]2C=CC=C2)=CC=1.C1C=CC(P(C2C=CC=CC=2)[C-]2C=CC=C2)=CC=1.Cl[Pd]Cl.[Fe+2]. The product is [CH2:13]([S:10]([C:8]1[CH:7]=[CH:6][C:5]([O:15][CH3:16])=[C:4]([C:26]2[C:25]3[C:20](=[CH:21][CH:22]=[C:23]([C:37]4[CH:38]=[N:39][N:40]([CH3:42])[CH:41]=4)[CH:24]=3)[C:19](=[O:43])[N:18]([CH3:17])[CH:27]=2)[CH:9]=1)(=[O:12])=[O:11])[CH3:14]. The yield is 0.557. (6) The reactants are [C:1]([C:5]1[CH:10]=[CH:9][C:8]([OH:11])=[CH:7][CH:6]=1)([CH3:4])([CH3:3])[CH3:2].[H-].[Na+].Br[CH:15]([CH3:21])[C:16]([O:18][CH2:19][CH3:20])=[O:17]. The catalyst is CN(C=O)C.C(OCC)(=O)C. The product is [CH2:19]([O:18][C:16](=[O:17])[CH:15]([O:11][C:8]1[CH:7]=[CH:6][C:5]([C:1]([CH3:4])([CH3:2])[CH3:3])=[CH:10][CH:9]=1)[CH3:21])[CH3:20]. The yield is 1.00. (7) The reactants are [Cl:1][C:2]1[CH:26]=[C:25]([Cl:27])[C:24]([C:28]2[CH:33]=[CH:32][CH:31]=[CH:30][N:29]=2)=[CH:23][C:3]=1[C:4]([NH:6][C:7]1[N:11]([C:12]2[CH:17]=[CH:16][CH:15]=[CH:14][CH:13]=2)[N:10]=[C:9]([C:18]([O:20]CC)=[O:19])[CH:8]=1)=[O:5].[Li+].[OH-].O.Cl. No catalyst specified. The product is [Cl:1][C:2]1[CH:26]=[C:25]([Cl:27])[C:24]([C:28]2[CH:33]=[CH:32][CH:31]=[CH:30][N:29]=2)=[CH:23][C:3]=1[C:4]([NH:6][C:7]1[N:11]([C:12]2[CH:13]=[CH:14][CH:15]=[CH:16][CH:17]=2)[N:10]=[C:9]([C:18]([OH:20])=[O:19])[CH:8]=1)=[O:5]. The yield is 0.830. (8) The reactants are [CH3:1][O:2][C:3]([C:5]1[S:6][C:7]([C:11]#[C:12][C:13]([CH3:16])([CH3:15])[CH3:14])=[CH:8][C:9]=1[NH2:10])=[O:4].CC1(C)C2C(=C(P(C3C=CC=CC=3)C3C=CC=CC=3)C=CC=2)OC2C(P(C3C=CC=CC=3)C3C=CC=CC=3)=CC=CC1=2.C(=O)([O-])[O-].[Cs+].[Cs+].Br[C:66]1[CH:78]=[CH:77][C:69]([O:70][C:71]2[CH:76]=[CH:75][CH:74]=[CH:73][N:72]=2)=[CH:68][CH:67]=1. The catalyst is C1(C)C=CC=CC=1.C(OCC)(=O)C.C([O-])(=O)C.[Pd+2].C([O-])(=O)C. The product is [CH3:1][O:2][C:3]([C:5]1[S:6][C:7]([C:11]#[C:12][C:13]([CH3:16])([CH3:15])[CH3:14])=[CH:8][C:9]=1[NH:10][C:66]1[CH:67]=[CH:68][C:69]([O:70][C:71]2[CH:76]=[CH:75][CH:74]=[CH:73][N:72]=2)=[CH:77][CH:78]=1)=[O:4]. The yield is 0.660. (9) The product is [NH:10]1[C:11]2=[N:12][CH:13]=[CH:14][CH:15]=[C:16]2[C:8]([C:4]2[N:5]=[CH:6][N:7]=[C:2]([N:33]3[CH2:34][CH2:35][CH2:36][N:30]([C:27](=[O:29])[CH3:28])[CH2:31][CH2:32]3)[CH:3]=2)=[CH:9]1. The reactants are Cl[C:2]1[N:7]=[CH:6][N:5]=[C:4]([C:8]2[C:16]3[C:11](=[N:12][CH:13]=[CH:14][CH:15]=3)[N:10](S(C3C=CC(C)=CC=3)(=O)=O)[CH:9]=2)[CH:3]=1.[C:27]([N:30]1[CH2:36][CH2:35][CH2:34][NH:33][CH2:32][CH2:31]1)(=[O:29])[CH3:28].C(=O)([O-])[O-].[K+].[K+].[OH-].[Na+]. The yield is 0.730. The catalyst is CN(C=O)C.CO. (10) The reactants are [CH2:1]([O:8][C:9](=[O:24])[NH:10][C@@H:11]1[C:14](=[O:15])[NH:13][C@@H:12]1[CH2:16][N:17]1[N:21]=[C:20]([CH2:22][OH:23])[CH:19]=[N:18]1)[C:2]1[CH:7]=[CH:6][CH:5]=[CH:4][CH:3]=1. The catalyst is C1COCC1.[O-2].[O-2].[Mn+4].O=[Mn]=O. The product is [CH2:1]([O:8][C:9](=[O:24])[NH:10][C@@H:11]1[C:14](=[O:15])[NH:13][C@@H:12]1[CH2:16][N:17]1[N:21]=[C:20]([CH:22]=[O:23])[CH:19]=[N:18]1)[C:2]1[CH:3]=[CH:4][CH:5]=[CH:6][CH:7]=1. The yield is 0.890.